From a dataset of Peptide-MHC class II binding affinity with 134,281 pairs from IEDB. Regression. Given a peptide amino acid sequence and an MHC pseudo amino acid sequence, predict their binding affinity value. This is MHC class II binding data. (1) The peptide sequence is MYRELLELVAADVES. The MHC is HLA-DQA10102-DQB10502 with pseudo-sequence HLA-DQA10102-DQB10502. The binding affinity (normalized) is 0.421. (2) The peptide sequence is EAMSQANSAILMQR. The MHC is HLA-DPA10201-DPB10101 with pseudo-sequence HLA-DPA10201-DPB10101. The binding affinity (normalized) is 0.150.